This data is from Forward reaction prediction with 1.9M reactions from USPTO patents (1976-2016). The task is: Predict the product of the given reaction. (1) Given the reactants C(Cl)(=O)C(Cl)=O.CS(C)=O.[CH2:11]([O:18][C:19]([NH:21][CH2:22][CH:23]([OH:25])[CH3:24])=[O:20])[C:12]1[CH:17]=[CH:16][CH:15]=[CH:14][CH:13]=1.CCN(CC)CC, predict the reaction product. The product is: [CH2:11]([O:18][C:19]([NH:21][CH2:22][C:23](=[O:25])[CH3:24])=[O:20])[C:12]1[CH:17]=[CH:16][CH:15]=[CH:14][CH:13]=1. (2) Given the reactants [O:1]1[C:6]2[CH:7]=[CH:8][CH:9]=[CH:10][C:5]=2[NH:4][C:3](=O)[CH2:2]1.[H-].COCCO[Al+]OCCOC.[Na+].[H-].C([O-])(=O)C(C(C([O-])=O)O)O.[K+].[Na+], predict the reaction product. The product is: [O:1]1[C:6]2[CH:7]=[CH:8][CH:9]=[CH:10][C:5]=2[NH:4][CH2:3][CH2:2]1. (3) Given the reactants [CH3:1][C:2]1[CH:7]=[C:6]([C:8]([CH3:11])([CH3:10])[CH3:9])[CH:5]=[C:4]([CH3:12])[C:3]=1[S:13](Cl)(=O)=O, predict the reaction product. The product is: [CH3:1][C:2]1[CH:7]=[C:6]([C:8]([CH3:11])([CH3:10])[CH3:9])[CH:5]=[C:4]([CH3:12])[C:3]=1[S:13][S:13][C:3]1[C:2]([CH3:1])=[CH:7][C:6]([C:8]([CH3:10])([CH3:9])[CH3:11])=[CH:5][C:4]=1[CH3:12]. (4) Given the reactants [NH:1]1[C:8](=[O:9])[CH2:7][C:5](=[O:6])[NH:4][C:2]1=[S:3].[OH-].[Na+].[CH2:12](I)[CH2:13][CH3:14].Cl, predict the reaction product. The product is: [CH2:12]([S:3][C:2]1[N:4]=[C:5]([OH:6])[CH:7]=[C:8]([OH:9])[N:1]=1)[CH2:13][CH3:14]. (5) Given the reactants [NH2:1][C:2]1[CH:7]=[CH:6][C:5]([S:8]([N:11]([CH2:17][C:18]2[CH:23]=[CH:22][C:21]([O:24][CH3:25])=[CH:20][CH:19]=2)[C:12]2[S:13][CH:14]=[CH:15][N:16]=2)(=[O:10])=[O:9])=[CH:4][C:3]=1[OH:26].C(=O)([O-])[O-].[Cs+].[Cs+].Br[C:34]1[CH:41]=[CH:40][C:37]([C:38]#[N:39])=[CH:36][C:35]=1[O:42][CH3:43], predict the reaction product. The product is: [C:38]([C:37]1[CH:40]=[CH:41][C:34]([NH:1][C:2]2[CH:7]=[CH:6][C:5]([S:8]([N:11]([CH2:17][C:18]3[CH:23]=[CH:22][C:21]([O:24][CH3:25])=[CH:20][CH:19]=3)[C:12]3[S:13][CH:14]=[CH:15][N:16]=3)(=[O:9])=[O:10])=[CH:4][C:3]=2[OH:26])=[C:35]([O:42][CH3:43])[CH:36]=1)#[N:39]. (6) Given the reactants [H-].[Na+].[O:3]=[C:4]1[CH2:8][CH2:7][CH2:6][CH:5]1[C:9]([O:11][CH3:12])=[O:10].[F:13][C:14]([F:29])([S:25](F)(=[O:27])=[O:26])[C:15]([F:24])([F:23])[C:16]([F:22])([F:21])[C:17]([F:20])([F:19])[F:18].Cl, predict the reaction product. The product is: [F:22][C:16]([F:21])([C:17]([F:18])([F:19])[F:20])[C:15]([F:23])([F:24])[C:14]([F:29])([F:13])[S:25]([O:3][C:4]1[CH2:8][CH2:7][CH2:6][C:5]=1[C:9]([O:11][CH3:12])=[O:10])(=[O:26])=[O:27]. (7) Given the reactants [CH3:1][S:2](Cl)(=[O:4])=[O:3].[OH:6][CH:7]1[CH2:12][CH2:11][CH2:10][N:9]([C:13]([O:15][C:16]([CH3:19])([CH3:18])[CH3:17])=[O:14])[CH2:8]1.CCN(CC)CC, predict the reaction product. The product is: [CH3:1][S:2]([O:6][CH:7]1[CH2:12][CH2:11][CH2:10][N:9]([C:13]([O:15][C:16]([CH3:19])([CH3:18])[CH3:17])=[O:14])[CH2:8]1)(=[O:4])=[O:3].